Dataset: Reaction yield outcomes from USPTO patents with 853,638 reactions. Task: Predict the reaction yield, written as a fraction of the theoretical maximum amount of product (1.0 means a 100% yield; for example, 0.34 means a 34% yield). (1) The reactants are [NH2:1][C:2]1[CH:25]=[CH:24][C:23]([Cl:26])=[CH:22][C:3]=1[C:4]([NH:6][C:7]1[CH:11]=[CH:10][N:9]([C:12]2[CH:17]=[CH:16][CH:15]=[C:14]([C:18]([F:21])([F:20])[F:19])[CH:13]=2)[N:8]=1)=[O:5].N1C=CC=CC=1.Cl[C:34]([C:36]1[CH:37]=[C:38]([CH:50]=[CH:51][CH:52]=1)[CH2:39][S:40][CH2:41][CH2:42][C:43]([O:45][C:46]([CH3:49])([CH3:48])[CH3:47])=[O:44])=[O:35]. The catalyst is ClCCl. The product is [Cl:26][C:23]1[CH:24]=[CH:25][C:2]([NH:1][C:34]([C:36]2[CH:37]=[C:38]([CH:50]=[CH:51][CH:52]=2)[CH2:39][S:40][CH2:41][CH2:42][C:43]([O:45][C:46]([CH3:49])([CH3:47])[CH3:48])=[O:44])=[O:35])=[C:3]([C:4](=[O:5])[NH:6][C:7]2[CH:11]=[CH:10][N:9]([C:12]3[CH:17]=[CH:16][CH:15]=[C:14]([C:18]([F:20])([F:21])[F:19])[CH:13]=3)[N:8]=2)[CH:22]=1. The yield is 0.300. (2) The reactants are [CH2:1]([O:3][C:4]([CH2:6][CH:7]([CH2:11][CH:12]([CH3:14])[CH3:13])[C:8]([OH:10])=O)=[O:5])[CH3:2].[CH:15]1[CH:20]=[CH:19][C:18]([C:21]2[CH:26]=[CH:25][C:24]([CH2:27][CH2:28][NH2:29])=[CH:23][CH:22]=2)=[CH:17][CH:16]=1.C1C=CC2N(O)N=NC=2C=1.C(Cl)CCl.CN1CCOCC1. No catalyst specified. The product is [CH3:13][CH:12]([CH3:14])[CH2:11][CH:7]([C:8](=[O:10])[NH:29][CH2:28][CH2:27][C:24]1[CH:25]=[CH:26][C:21]([C:18]2[CH:19]=[CH:20][CH:15]=[CH:16][CH:17]=2)=[CH:22][CH:23]=1)[CH2:6][C:4]([O:3][CH2:1][CH3:2])=[O:5]. The yield is 0.920.